Task: Predict the reaction yield, written as a fraction of the theoretical maximum amount of product (1.0 means a 100% yield; for example, 0.34 means a 34% yield).. Dataset: Reaction yield outcomes from USPTO patents with 853,638 reactions The reactants are [S:1]1[CH:5]=[CH:4][CH:3]=[C:2]1[C:6]1[O:10][N:9]=[CH:8][CH:7]=1.CO[CH:13](OC)[N:14]([CH3:16])[CH3:15]. No catalyst specified. The product is [CH3:16][N:14]([CH:13]=[C:7]([C:6](=[O:10])[C:2]1[S:1][CH:5]=[CH:4][CH:3]=1)[C:8]#[N:9])[CH3:15]. The yield is 0.760.